Dataset: Full USPTO retrosynthesis dataset with 1.9M reactions from patents (1976-2016). Task: Predict the reactants needed to synthesize the given product. (1) The reactants are: C(OC(=O)[NH:7][CH2:8][CH2:9][CH2:10][NH:11][C:12]([C@H:14]1[C@H:18]([C:19]2[CH:24]=[CH:23][CH:22]=[C:21]([Cl:25])[CH:20]=2)[C@:17]([C:28]2[CH:33]=[CH:32][C:31]([Cl:34])=[CH:30][CH:29]=2)([C:26]#[N:27])[C@H:16]([CH2:35][C:36]([CH3:39])([CH3:38])[CH3:37])[NH:15]1)=[O:13])(C)(C)C.FC(F)(F)C(O)=O. Given the product [NH2:7][CH2:8][CH2:9][CH2:10][NH:11][C:12]([CH:14]1[CH:18]([C:19]2[CH:24]=[CH:23][CH:22]=[C:21]([Cl:25])[CH:20]=2)[C:17]([C:28]2[CH:33]=[CH:32][C:31]([Cl:34])=[CH:30][CH:29]=2)([C:26]#[N:27])[CH:16]([CH2:35][C:36]([CH3:39])([CH3:38])[CH3:37])[NH:15]1)=[O:13], predict the reactants needed to synthesize it. (2) Given the product [Br:1][C:2]1[CH:3]=[CH:4][C:5]([F:10])=[C:6]([CH:7]([C:15]2[CH:16]=[CH:17][C:12]([Cl:11])=[CH:13][CH:14]=2)[OH:8])[CH:9]=1, predict the reactants needed to synthesize it. The reactants are: [Br:1][C:2]1[CH:3]=[CH:4][C:5]([F:10])=[C:6]([CH:9]=1)[CH:7]=[O:8].[Cl:11][C:12]1[CH:17]=[CH:16][C:15]([Mg]Br)=[CH:14][CH:13]=1.